From a dataset of Forward reaction prediction with 1.9M reactions from USPTO patents (1976-2016). Predict the product of the given reaction. (1) The product is: [F:1][C:2]1[CH:3]=[C:4]([NH:22][C:23]([C:25]2[C:26](=[O:38])[N:27]([C:32]3[CH:37]=[CH:36][CH:35]=[CH:34][CH:33]=3)[N:28]([CH3:31])[C:29]=2[CH3:30])=[O:24])[CH:5]=[CH:6][C:7]=1[O:8][C:9]1[C:18]2[C:13](=[CH:14][C:15]([O:21][CH2:45][C:46]([OH:49])([CH3:48])[CH3:47])=[C:16]([O:19][CH3:20])[CH:17]=2)[N:12]=[CH:11][CH:10]=1. Given the reactants [F:1][C:2]1[CH:3]=[C:4]([NH:22][C:23]([C:25]2[C:26](=[O:38])[N:27]([C:32]3[CH:37]=[CH:36][CH:35]=[CH:34][CH:33]=3)[N:28]([CH3:31])[C:29]=2[CH3:30])=[O:24])[CH:5]=[CH:6][C:7]=1[O:8][C:9]1[C:18]2[C:13](=[CH:14][C:15]([OH:21])=[C:16]([O:19][CH3:20])[CH:17]=2)[N:12]=[CH:11][CH:10]=1.C([O-])([O-])=O.[Cs+].[Cs+].[CH3:45][C:46]1([O:49][CH2:48]1)[CH3:47], predict the reaction product. (2) Given the reactants [CH2:1]([O:3][C:4]([C@@H:6]1[N:10]([CH3:11])[C:9](=[O:12])[CH2:8][C@@H:7]1[C:13]1[CH:18]=[CH:17][CH:16]=[CH:15][CH:14]=1)=[O:5])[CH3:2].S(=O)(=O)(O)O.[N+:24]([O-])([O-:26])=[O:25].[K+], predict the reaction product. The product is: [CH2:1]([O:3][C:4]([C@@H:6]1[N:10]([CH3:11])[C:9](=[O:12])[CH2:8][C@@H:7]1[C:13]1[CH:14]=[CH:15][C:16]([N+:24]([O-:26])=[O:25])=[CH:17][CH:18]=1)=[O:5])[CH3:2]. (3) Given the reactants [Cl:1][C:2]1[CH:7]=[CH:6][C:5]([OH:8])=[CH:4][N:3]=1.[H-].[Na+].[CH3:11][O:12][CH2:13]Cl, predict the reaction product. The product is: [Cl:1][C:2]1[CH:7]=[CH:6][C:5]([O:8][CH2:11][O:12][CH3:13])=[CH:4][N:3]=1. (4) Given the reactants [CH3:1][C:2]([C:9]1[CH:14]=[CH:13][C:12]([N+:15]([O-])=O)=[CH:11][CH:10]=1)([CH3:8])[C:3]([O:5][CH2:6][CH3:7])=[O:4].N#N, predict the reaction product. The product is: [NH2:15][C:12]1[CH:11]=[CH:10][C:9]([C:2]([CH3:1])([CH3:8])[C:3]([O:5][CH2:6][CH3:7])=[O:4])=[CH:14][CH:13]=1.